This data is from Reaction yield outcomes from USPTO patents with 853,638 reactions. The task is: Predict the reaction yield, written as a fraction of the theoretical maximum amount of product (1.0 means a 100% yield; for example, 0.34 means a 34% yield). (1) The reactants are [CH:1]1([N:7]2[C:12]([OH:13])=[C:11]([C:14]([NH:16][CH2:17][C:18]([O:20]CC)=[O:19])=[O:15])[C:10](=[O:23])[NH:9][C:8]2=[O:24])[CH2:6][CH2:5][CH2:4][CH2:3][CH2:2]1.C(=O)([O-])[O-].[K+].[K+].[Br:31][C:32]1[CH:39]=[CH:38][CH:37]=[CH:36][C:33]=1[CH2:34]Br.Cl. The catalyst is CC(N(C)C)=O. The product is [Br:31][C:32]1[CH:39]=[CH:38][CH:37]=[CH:36][C:33]=1[CH2:34][N:9]1[C:10](=[O:23])[C:11]([C:14]([NH:16][CH2:17][C:18]([OH:20])=[O:19])=[O:15])=[C:12]([OH:13])[N:7]([CH:1]2[CH2:2][CH2:3][CH2:4][CH2:5][CH2:6]2)[C:8]1=[O:24]. The yield is 0.380. (2) The reactants are Cl[C:2]1[CH:11]=[CH:10][C:5]([C:6]([O:8][CH3:9])=[O:7])=[C:4]([O:12][CH3:13])[CH:3]=1.[C:14]1(B(O)O)[CH:19]=[CH:18][CH:17]=[CH:16][CH:15]=1.C(=O)([O-])[O-].[Cs+].[Cs+]. The catalyst is CN(C)C=O.C(OCC)(=O)C.Cl[Pd](Cl)([P](C1C=CC=CC=1)(C1C=CC=CC=1)C1C=CC=CC=1)[P](C1C=CC=CC=1)(C1C=CC=CC=1)C1C=CC=CC=1. The product is [CH3:13][O:12][C:4]1[CH:3]=[C:2]([C:14]2[CH:19]=[CH:18][CH:17]=[CH:16][CH:15]=2)[CH:11]=[CH:10][C:5]=1[C:6]([O:8][CH3:9])=[O:7]. The yield is 0.412. (3) The reactants are [NH:1]1[CH2:6][CH2:5][CH2:4][C@@H:3]([C:7]([OH:9])=[O:8])[CH2:2]1.C([O-])(O)=O.[Na+].[CH3:15][CH:16]([CH3:21])[CH2:17][C:18](Cl)=[O:19]. The catalyst is O.C1COCC1. The product is [CH3:15][CH:16]([CH3:21])[CH2:17][C:18]([N:1]1[CH2:6][CH2:5][CH2:4][C@@H:3]([C:7]([OH:9])=[O:8])[CH2:2]1)=[O:19]. The yield is 0.760.